Dataset: hERG potassium channel inhibition data for cardiac toxicity prediction from Karim et al.. Task: Regression/Classification. Given a drug SMILES string, predict its toxicity properties. Task type varies by dataset: regression for continuous values (e.g., LD50, hERG inhibition percentage) or binary classification for toxic/non-toxic outcomes (e.g., AMES mutagenicity, cardiotoxicity, hepatotoxicity). Dataset: herg_karim. (1) The drug is CC[N+](CC)CCNC(=O)c1ccc(NS(C)(=O)=O)cc1. The result is 0 (non-blocker). (2) The molecule is Clc1ccc(Cn2c(/C=C/C3CCN(CC4CCCCC4)C3)nc3cc(Br)ccc32)cc1. The result is 1 (blocker).